Task: Predict the product of the given reaction.. Dataset: Forward reaction prediction with 1.9M reactions from USPTO patents (1976-2016) Given the reactants [CH3:1][C:2]1[N:6]([CH:7]2[CH2:12][CH2:11][N:10]([CH2:13][C:14]3[CH:19]=[CH:18][C:17]([C:20]4[N:25]=[C:24]([NH2:26])[C:23]([NH2:27])=[CH:22][C:21]=4[C:28]4[CH:33]=[CH:32][CH:31]=[CH:30][CH:29]=4)=[CH:16][CH:15]=3)[CH2:9][CH2:8]2)[C:5]2[CH:34]=[CH:35][CH:36]=[CH:37][C:4]=2[N:3]=1.[C:38](N1C=CN=C1)(N1C=CN=C1)=[O:39], predict the reaction product. The product is: [CH3:1][C:2]1[N:6]([CH:7]2[CH2:8][CH2:9][N:10]([CH2:13][C:14]3[CH:19]=[CH:18][C:17]([C:20]4[N:25]=[C:24]5[NH:26][C:38](=[O:39])[NH:27][C:23]5=[CH:22][C:21]=4[C:28]4[CH:29]=[CH:30][CH:31]=[CH:32][CH:33]=4)=[CH:16][CH:15]=3)[CH2:11][CH2:12]2)[C:5]2[CH:34]=[CH:35][CH:36]=[CH:37][C:4]=2[N:3]=1.